Dataset: Forward reaction prediction with 1.9M reactions from USPTO patents (1976-2016). Task: Predict the product of the given reaction. (1) Given the reactants Cl[C:2]1[CH:7]=[C:6]([Cl:8])[N:5]=[CH:4][N:3]=1.[Cl:9][C:10]([Cl:14])([CH3:13])[CH2:11][OH:12].[H-].[Na+].[Cl-].[NH4+], predict the reaction product. The product is: [Cl:8][C:6]1[CH:7]=[C:2]([O:12][CH2:11][C:10]([Cl:14])([Cl:9])[CH3:13])[N:3]=[CH:4][N:5]=1. (2) Given the reactants [CH2:1]([O:8][C:9]([NH:11][C:12]1[CH:17]=[CH:16][C:15](C2C=CN=C(C(O)=O)C=2)=[CH:14][C:13]=1[F:27])=[O:10])[C:2]1[CH:7]=[CH:6][CH:5]=[CH:4][CH:3]=1.[CH2:28]([N:30]([CH2:33][CH3:34])[CH2:31][CH3:32])[CH3:29].[CH3:35][Si:36]([CH3:41])([CH3:40])[CH2:37][CH2:38][OH:39].C1(P([N:56]=[N+]=[N-])(C2C=CC=CC=2)=[O:49])C=CC=CC=1.C[N:60]1[CH2:64][CH2:63][CH2:62][C:61]1=[O:65], predict the reaction product. The product is: [CH2:1]([O:8][C:9]([NH:11][C:12]1[CH:17]=[CH:16][C:15]([O:49][C:62]2[CH:29]=[CH:28][N:30]=[C:64]([NH:60][C:61](=[O:65])[O:39][CH2:38][CH2:37][Si:36]([CH3:41])([CH3:40])[CH3:35])[CH:63]=2)=[CH:14][C:13]=1[F:27])=[O:10])[C:2]1[CH:3]=[CH:4][CH:5]=[CH:6][CH:7]=1.[NH2:56][C:33]1[CH:34]=[C:38]([O:39][C:15]2[CH:16]=[CH:17][C:12]([NH:11][C:9](=[O:10])[O:8][CH2:1][C:2]3[CH:3]=[CH:4][CH:5]=[CH:6][CH:7]=3)=[C:13]([F:27])[CH:14]=2)[CH:32]=[CH:31][N:30]=1. (3) The product is: [OH:24][C@@H:16]([CH2:17][N:18]1[CH2:23][CH2:22][O:21][CH2:20][CH2:19]1)[CH2:15][N:14]1[CH2:13][CH2:12][C:7]2[NH:8][CH:9]=[C:10]([CH3:11])[C:6]=2[C:4]1=[O:3]. Given the reactants C([O:3][C:4]([C:6]1[C:10]([CH3:11])=[CH:9][NH:8][C:7]=1[CH2:12][CH2:13][NH:14][CH2:15][C@@H:16]([OH:24])[CH2:17][N:18]1[CH2:23][CH2:22][O:21][CH2:20][CH2:19]1)=O)C.O.[OH-].[Li+], predict the reaction product. (4) Given the reactants [C:1]([O:5][C:6]([N:8]([CH2:16][C:17]1[CH:22]=[CH:21][CH:20]=[C:19]([CH:23]2[CH2:28][CH2:27][N:26]([C:29](=[O:38])[C:30]3[CH:35]=[CH:34][CH:33]=[C:32]([C:36]#[CH:37])[CH:31]=3)[CH2:25][CH2:24]2)[CH:18]=1)[C:9]([O:11][C:12]([CH3:15])([CH3:14])[CH3:13])=[O:10])=[O:7])([CH3:4])([CH3:3])[CH3:2].I[C:40]1[CH:45]=[CH:44][CH:43]=[CH:42][CH:41]=1.C(N(CC)CC)C, predict the reaction product. The product is: [C:12]([O:11][C:9]([N:8]([CH2:16][C:17]1[CH:22]=[CH:21][CH:20]=[C:19]([CH:23]2[CH2:28][CH2:27][N:26]([C:29](=[O:38])[C:30]3[CH:35]=[CH:34][CH:33]=[C:32]([C:36]#[C:37][C:40]4[CH:45]=[CH:44][CH:43]=[CH:42][CH:41]=4)[CH:31]=3)[CH2:25][CH2:24]2)[CH:18]=1)[C:6]([O:5][C:1]([CH3:2])([CH3:3])[CH3:4])=[O:7])=[O:10])([CH3:15])([CH3:14])[CH3:13]. (5) Given the reactants [N:1]1[CH:6]=[CH:5][CH:4]=[CH:3][C:2]=1[N:7]1[C:11]([C:12]([F:15])([F:14])[F:13])=[C:10]([C:16]2[O:20][N:19]=[C:18]([C:21]3[CH:28]=[CH:27][C:24]([CH:25]=O)=[CH:23][CH:22]=3)[N:17]=2)[CH:9]=[N:8]1.[NH:29]1[CH2:32][CH:31]([C:33]([OH:35])=[O:34])[CH2:30]1.C([BH3-])#N.[Na+], predict the reaction product. The product is: [N:1]1[CH:6]=[CH:5][CH:4]=[CH:3][C:2]=1[N:7]1[C:11]([C:12]([F:15])([F:13])[F:14])=[C:10]([C:16]2[O:20][N:19]=[C:18]([C:21]3[CH:22]=[CH:23][C:24]([CH2:25][N:29]4[CH2:32][CH:31]([C:33]([OH:35])=[O:34])[CH2:30]4)=[CH:27][CH:28]=3)[N:17]=2)[CH:9]=[N:8]1.